Dataset: Peptide-MHC class II binding affinity with 134,281 pairs from IEDB. Task: Regression. Given a peptide amino acid sequence and an MHC pseudo amino acid sequence, predict their binding affinity value. This is MHC class II binding data. (1) The binding affinity (normalized) is 0.619. The MHC is DRB1_0701 with pseudo-sequence DRB1_0701. The peptide sequence is YDKFLANCSTVLTGK. (2) The peptide sequence is SMSLFEVDQTKIQYV. The MHC is DRB5_0101 with pseudo-sequence DRB5_0101. The binding affinity (normalized) is 0.